Dataset: Experimentally validated miRNA-target interactions with 360,000+ pairs, plus equal number of negative samples. Task: Binary Classification. Given a miRNA mature sequence and a target amino acid sequence, predict their likelihood of interaction. (1) The miRNA is gga-miR-181a-5p with sequence AACAUUCAACGCUGUCGGUGAGU. The protein sequence of the target gene is MKHSKKTYDSFQDELEDYIKVQKARGLEPKTCFRKMKGDYLETCGYKGEVNSRPTYRMFDQRLPSETIQTYPRSCNIPQTVENRLPQWLPAHDSRLRLDSLSYCQFTRDCFSEKPVPLNFNQQEYICGSHGVEHRVYKHFSSDNSTSTHQASHKQIHQKRKRHPEEGREKSEEERSKHKRKKSCEEIDLDKHKSIQRKKTEVEIETVHVSTEKLKNRKEKKSRDVVSKKEERKRTKKKKEQGQERTEEEMLWDQSILGF. Result: 0 (no interaction). (2) The miRNA is hsa-miR-1914-5p with sequence CCCUGUGCCCGGCCCACUUCUG. The protein sequence of the target gene is MAAAAALSGAGAPPAGGGAGGGGSPPGGWAVARLEGREFEYLMKKRSVTIGRNSSQGSVDVSMGHSSFISRRHLEIFTPPGGGHSAAAPEPAQPRPDAGGDFYLRCLGKNGVFVDGVFQRRGAPPLQLPRVCTFRFPSTNIKITFTALSSEKREKQEAPESPVKPVQPHISPLTINIPDTMAHLISPLPSPTGTISAANSCPSSPRGAGSSGYKVGRVMPSDLSLMADNSQPENEKEASGGDSPKDDSKPPYSYAQLIVQAITMAPDKQLTLNGIYTHITKNYPYYRTADKGWQNSIRHN.... Result: 0 (no interaction).